This data is from Forward reaction prediction with 1.9M reactions from USPTO patents (1976-2016). The task is: Predict the product of the given reaction. Given the reactants [C:1]([C:4]1[CH:9]=[C:8]([Cl:10])[C:7]([NH:11][C:12]2[C:21]3[CH:22]=[CH:23][NH:24][C:25](=[O:26])[C:20]=3[C:19]3[C:14](=[CH:15][CH:16]=[N:17][CH:18]=3)[N:13]=2)=[C:6]([Cl:27])[CH:5]=1)(=O)[CH3:2].Cl.O[NH:30]CC.[C:33]([O-:36])(=O)[CH3:34].[Na+], predict the reaction product. The product is: [Cl:27][C:6]1[CH:5]=[C:4]([C:1](=[N:30][O:36][CH2:33][CH3:34])[CH3:2])[CH:9]=[C:8]([Cl:10])[C:7]=1[NH:11][C:12]1[C:21]2[CH:22]=[CH:23][NH:24][C:25](=[O:26])[C:20]=2[C:19]2[C:14](=[CH:15][CH:16]=[N:17][CH:18]=2)[N:13]=1.